From a dataset of HIV replication inhibition screening data with 41,000+ compounds from the AIDS Antiviral Screen. Binary Classification. Given a drug SMILES string, predict its activity (active/inactive) in a high-throughput screening assay against a specified biological target. (1) The compound is NNC(=O)c1c(SCc2ccccc2)nc2c3ccccc3ccn12. The result is 0 (inactive). (2) The drug is O=c1[nH]c2ccccc2c(=O)c2ccccc12. The result is 0 (inactive). (3) The drug is c1ccc2c(c1)N=C(c1cccc3ccccc13)CC(c1cccc3ccccc13)S2. The result is 0 (inactive). (4) The molecule is O=C1CC(c2ccccc2)=Nc2ccccc2N1. The result is 0 (inactive). (5) The molecule is CC12CCC(C(=O)O1)C(C)(C)O2. The result is 0 (inactive). (6) The molecule is Cc1ccc(C=CC(=O)C(C)C)cc1. The result is 0 (inactive). (7) The molecule is COC12C(COC(N)=O)C3=C(C(=O)C(C)=C(N4CCOCC4)C3=O)N1CC1NC12. The result is 0 (inactive). (8) The compound is CCOC(=O)c1c(SCc2cc(O)nc(O)n2)n(-c2ccccc2)c(=S)n(-c2ccccc2)c1=O. The result is 1 (active). (9) The drug is CC(=O)C(=O)N1Cc2cc3ccccc3nc2C1. The result is 0 (inactive).